From a dataset of Full USPTO retrosynthesis dataset with 1.9M reactions from patents (1976-2016). Predict the reactants needed to synthesize the given product. (1) The reactants are: C([O:3][C:4](=[O:33])[CH:5]([C:26]1[CH:27]=[C:28]([CH3:32])[CH:29]=[CH:30][CH:31]=1)[CH2:6][C:7]1[CH:11]=[C:10]([C:12]2[CH:17]=[CH:16][C:15](Br)=[CH:14][CH:13]=2)[N:9]([C:19]2[CH:24]=[CH:23][C:22]([CH3:25])=[CH:21][CH:20]=2)[N:8]=1)C.C[NH:35][C@@H:36]1[CH2:41]CCC[C@H]1NC.C([O-])([O-])=[O:45].[K+].[K+].CNC=O.[Li+].[OH-]. Given the product [C:36]([NH:35][C:15]1[CH:16]=[CH:17][C:12]([C:10]2[N:9]([C:19]3[CH:20]=[CH:21][C:22]([CH3:25])=[CH:23][CH:24]=3)[N:8]=[C:7]([CH2:6][CH:5]([C:26]3[CH:27]=[C:28]([CH3:32])[CH:29]=[CH:30][CH:31]=3)[C:4]([OH:3])=[O:33])[CH:11]=2)=[CH:13][CH:14]=1)(=[O:45])[CH3:41], predict the reactants needed to synthesize it. (2) Given the product [Cl:27][C:21]1[CH:20]=[C:19]([N:12]2[C@@H:13]([CH3:14])[C@H:9]([O:8][Si:1]([C:4]([CH3:7])([CH3:6])[CH3:5])([CH3:3])[CH3:2])[C:10]([CH3:16])([CH3:17])[C:11]2=[O:15])[CH:26]=[CH:25][C:22]=1[C:23]#[N:24], predict the reactants needed to synthesize it. The reactants are: [Si:1]([O:8][CH:9]1[CH:13]([CH3:14])[NH:12][C:11](=[O:15])[C:10]1([CH3:17])[CH3:16])([C:4]([CH3:7])([CH3:6])[CH3:5])([CH3:3])[CH3:2].Br[C:19]1[CH:26]=[CH:25][C:22]([C:23]#[N:24])=[C:21]([Cl:27])[CH:20]=1.C(=O)([O-])[O-].[Cs+].[Cs+].C1(P(C2C=CC=CC=2)C2C3OC4C(=CC=CC=4P(C4C=CC=CC=4)C4C=CC=CC=4)C(C)(C)C=3C=CC=2)C=CC=CC=1.